This data is from Reaction yield outcomes from USPTO patents with 853,638 reactions. The task is: Predict the reaction yield, written as a fraction of the theoretical maximum amount of product (1.0 means a 100% yield; for example, 0.34 means a 34% yield). (1) The reactants are [Si:1]([O:8][C@H:9]1[C@H:14]([CH3:15])[C@@H:13]([CH3:16])[O:12][C@@H:11]([C:17]2[CH:22]=[CH:21][N:20]=[CH:19][C:18]=2[N+:23]([O-])=O)[CH2:10]1)([C:4]([CH3:7])([CH3:6])[CH3:5])([CH3:3])[CH3:2]. The catalyst is CCO.[Pd]. The product is [Si:1]([O:8][C@H:9]1[C@H:14]([CH3:15])[C@@H:13]([CH3:16])[O:12][C@@H:11]([C:17]2[CH:22]=[CH:21][N:20]=[CH:19][C:18]=2[NH2:23])[CH2:10]1)([C:4]([CH3:6])([CH3:7])[CH3:5])([CH3:2])[CH3:3]. The yield is 0.750. (2) The reactants are [OH-].[Na+].[Cl:3][C:4]1[C:9]2[NH:10][C:11]([CH3:13])=[N:12][C:8]=2[CH:7]=[C:6]([C:14]([O:16]C)=[O:15])[CH:5]=1. The catalyst is CO. The product is [Cl:3][C:4]1[C:9]2[NH:10][C:11]([CH3:13])=[N:12][C:8]=2[CH:7]=[C:6]([C:14]([OH:16])=[O:15])[CH:5]=1. The yield is 0.720.